Dataset: Experimental lipophilicity measurements (octanol/water distribution) for 4,200 compounds from AstraZeneca. Task: Regression/Classification. Given a drug SMILES string, predict its absorption, distribution, metabolism, or excretion properties. Task type varies by dataset: regression for continuous measurements (e.g., permeability, clearance, half-life) or binary classification for categorical outcomes (e.g., BBB penetration, CYP inhibition). For this dataset (lipophilicity_astrazeneca), we predict Y. (1) The Y is 2.20 logD. The compound is CN(C(=O)Cc1ccc(S(C)(=O)=O)cc1)[C@@H]1CCN(Cc2nc3cc(F)ccc3s2)C[C@@H]1F. (2) The compound is CC(O)(C(=O)Nc1ccc(S(=O)(=O)c2cccnc2)cc1)C(F)(F)F. The Y is 2.08 logD.